Dataset: Reaction yield outcomes from USPTO patents with 853,638 reactions. Task: Predict the reaction yield, written as a fraction of the theoretical maximum amount of product (1.0 means a 100% yield; for example, 0.34 means a 34% yield). (1) The reactants are [Cl:1][C:2]1[CH:7]=[CH:6][C:5]([N:8]2[C:16]([C:17]([NH:19][CH3:20])=[O:18])=[C:15]3[C:10]([CH:11]=[C:12]([NH:24][S:25]([CH3:28])(=[O:27])=[O:26])[C:13]([CH:21]4[CH2:23][CH2:22]4)=[CH:14]3)=[N:9]2)=[CH:4][CH:3]=1.[CH2:29](O)[CH2:30][CH2:31][CH:32]=[CH2:33]. No catalyst specified. The product is [Cl:1][C:2]1[CH:7]=[CH:6][C:5]([N:8]2[C:16]([C:17]([NH:19][CH3:20])=[O:18])=[C:15]3[C:10]([CH:11]=[C:12]([N:24]([S:25]([CH3:28])(=[O:27])=[O:26])[CH2:33][CH2:32][CH2:31][CH:30]=[CH2:29])[C:13]([CH:21]4[CH2:23][CH2:22]4)=[CH:14]3)=[N:9]2)=[CH:4][CH:3]=1. The yield is 0.690. (2) The reactants are [NH2:1][C:2]1[CH:7]=[C:6]([O:8][C:9]2[C:14]([F:15])=[CH:13][C:12]([NH:16][C:17]([C:19]3([C:22]([NH:24][C:25]4[CH:30]=[CH:29][C:28]([F:31])=[CH:27][CH:26]=4)=[O:23])[CH2:21][CH2:20]3)=[O:18])=[C:11]([F:32])[CH:10]=2)[CH:5]=[CH:4][N:3]=1.[F:33][C:34]([CH3:39])([CH3:38])[C:35](O)=[O:36].CN(C(ON1N=NC2C=CC=NC1=2)=[N+](C)C)C.F[P-](F)(F)(F)(F)F.CCN(C(C)C)C(C)C. The catalyst is C(Cl)Cl. The product is [F:32][C:11]1[CH:10]=[C:9]([O:8][C:6]2[CH:5]=[CH:4][N:3]=[C:2]([NH:1][C:35](=[O:36])[C:34]([F:33])([CH3:39])[CH3:38])[CH:7]=2)[C:14]([F:15])=[CH:13][C:12]=1[NH:16][C:17]([C:19]1([C:22]([NH:24][C:25]2[CH:26]=[CH:27][C:28]([F:31])=[CH:29][CH:30]=2)=[O:23])[CH2:21][CH2:20]1)=[O:18]. The yield is 0.430. (3) The reactants are [C:1]([C:3](=[C:9](SC)[S:10][CH3:11])[C:4]([O:6][CH2:7][CH3:8])=[O:5])#[N:2].[NH2:14][NH2:15]. The catalyst is CC(O)C. The product is [NH2:2][C:1]1[NH:15][N:14]=[C:9]([S:10][CH3:11])[C:3]=1[C:4]([O:6][CH2:7][CH3:8])=[O:5]. The yield is 0.590. (4) The reactants are [CH2:1]([O:8][C:9]1[CH:14]=[C:13]([O:15][CH2:16][C:17]2[CH:22]=[CH:21][CH:20]=[CH:19][CH:18]=2)[C:12]([CH:23]([CH3:25])[CH3:24])=[CH:11][C:10]=1[C:26]1[O:30][N:29]=[C:28]([C:31]([NH:33][CH2:34][CH3:35])=[O:32])[C:27]=1[C:36]1[CH:40]=[CH:39][NH:38][N:37]=1)[C:2]1[CH:7]=[CH:6][CH:5]=[CH:4][CH:3]=1.I[CH:42]([CH3:44])[CH3:43]. No catalyst specified. The product is [CH2:1]([O:8][C:9]1[CH:14]=[C:13]([O:15][CH2:16][C:17]2[CH:18]=[CH:19][CH:20]=[CH:21][CH:22]=2)[C:12]([CH:23]([CH3:25])[CH3:24])=[CH:11][C:10]=1[C:26]1[O:30][N:29]=[C:28]([C:31]([NH:33][CH2:34][CH3:35])=[O:32])[C:27]=1[C:36]1[CH:40]=[CH:39][N:38]([CH:42]([CH3:44])[CH3:43])[N:37]=1)[C:2]1[CH:7]=[CH:6][CH:5]=[CH:4][CH:3]=1. The yield is 0.780. (5) The reactants are [CH3:1][NH:2][C@@H:3]1[C:8]2[CH:9]=[CH:10][CH:11]=[CH:12][C:7]=2[C@H:6]([C:13]2[CH:14]=[CH:15][C:16]([Cl:20])=[C:17]([Cl:19])[CH:18]=2)[CH2:5][CH2:4]1.[ClH:21]. The catalyst is C(O)C. The product is [CH3:1][NH:2][C@@H:3]1[C:8]2[CH:9]=[CH:10][CH:11]=[CH:12][C:7]=2[C@H:6]([C:13]2[CH:14]=[CH:15][C:16]([Cl:20])=[C:17]([Cl:19])[CH:18]=2)[CH2:5][CH2:4]1.[ClH:21]. The yield is 0.870. (6) The catalyst is C1COCC1.[Cu]I. The product is [CH:10]1([C:13]#[C:14][NH:6][C:5]2[CH:7]=[CH:8][C:2]([F:1])=[CH:3][CH:4]=2)[CH2:12][CH2:11]1. The yield is 0.740. The reactants are [F:1][C:2]1[CH:8]=[CH:7][C:5]([NH2:6])=[C:4](I)[CH:3]=1.[CH:10]1([C:13]#[CH:14])[CH2:12][CH2:11]1.C(N(CC)CC)C. (7) The yield is 0.890. The catalyst is C1COCC1. The reactants are [CH2:1]([Li])CCC.[CH3:6][O:7][C:8]1[CH:9]=[C:10]([CH:31]=O)[C:11]2[O:15][C:14]([C:16]3[CH:21]=[CH:20][C:19]([O:22][CH3:23])=[CH:18][CH:17]=3)=[C:13]([C:24]3[CH:29]=[CH:28][CH:27]=[CH:26][CH:25]=3)[C:12]=2[CH:30]=1. The product is [CH3:6][O:7][C:8]1[CH:9]=[C:10]([CH:31]=[CH2:1])[C:11]2[O:15][C:14]([C:16]3[CH:21]=[CH:20][C:19]([O:22][CH3:23])=[CH:18][CH:17]=3)=[C:13]([C:24]3[CH:29]=[CH:28][CH:27]=[CH:26][CH:25]=3)[C:12]=2[CH:30]=1. (8) The catalyst is C(O)CC. The yield is 0.670. The reactants are CC1[N:3]([C:8]2[N:13]=[CH:12][C:11]([C:14]3[CH:19]=[CH:18][N:17]=[C:16]([C:20]4[CH:25]=[C:24]([C:26]5[CH:31]=[CH:30][C:29]([C:32]([F:35])([F:34])[F:33])=[CH:28][CH:27]=5)[CH:23]=[C:22]([CH3:36])[N:21]=4)[N:15]=3)=[CH:10][CH:9]=2)C(C)=CC=1.Cl.NO.[OH-].[Na+].O. The product is [CH3:36][C:22]1[N:21]=[C:20]([C:16]2[N:15]=[C:14]([C:11]3[CH:10]=[CH:9][C:8]([NH2:3])=[N:13][CH:12]=3)[CH:19]=[CH:18][N:17]=2)[CH:25]=[C:24]([C:26]2[CH:31]=[CH:30][C:29]([C:32]([F:34])([F:33])[F:35])=[CH:28][CH:27]=2)[CH:23]=1. (9) The reactants are Cl[C:2]1[CH:7]=[CH:6][C:5]([N+:8]([O-:10])=[O:9])=[CH:4][N:3]=1.[C:11]([C:15]1[CH:20]=[CH:19][C:18]([OH:21])=[CH:17][CH:16]=1)([CH3:14])([CH3:13])[CH3:12].CN(C=O)C. No catalyst specified. The product is [C:11]([C:15]1[CH:16]=[CH:17][C:18]([O:21][C:2]2[CH:7]=[CH:6][C:5]([N+:8]([O-:10])=[O:9])=[CH:4][N:3]=2)=[CH:19][CH:20]=1)([CH3:14])([CH3:12])[CH3:13]. The yield is 0.950. (10) The reactants are Cl[S:2]([C:5]1[CH:6]=[C:7]2[C:11](=[CH:12][CH:13]=1)[NH:10][C:9](=[O:14])[CH2:8]2)(=[O:4])=[O:3].[CH:15]([NH2:18])([CH3:17])[CH3:16].N1C=CC=CC=1. The catalyst is ClCCl. The product is [CH:15]([NH:18][S:2]([C:5]1[CH:6]=[C:7]2[C:11](=[CH:12][CH:13]=1)[NH:10][C:9](=[O:14])[CH2:8]2)(=[O:4])=[O:3])([CH3:17])[CH3:16]. The yield is 0.450.